From a dataset of Full USPTO retrosynthesis dataset with 1.9M reactions from patents (1976-2016). Predict the reactants needed to synthesize the given product. (1) Given the product [CH:14]([NH:17][C:18]([C:20]1[N:24]2[CH2:25][CH2:26][N:27]([C:11]([C:9]3[CH:10]=[C:5]4[N:4]=[CH:3][C:2]([Br:1])=[CH:7][N:6]4[N:8]=3)=[O:13])[CH:28]([CH3:29])[C:23]2=[CH:22][CH:21]=1)=[O:19])([CH3:16])[CH3:15], predict the reactants needed to synthesize it. The reactants are: [Br:1][C:2]1[CH:3]=[N:4][C:5]2[N:6]([N:8]=[C:9]([C:11]([OH:13])=O)[CH:10]=2)[CH:7]=1.[CH:14]([NH:17][C:18]([C:20]1[N:24]2[CH2:25][CH2:26][NH:27][CH:28]([CH3:29])[C:23]2=[CH:22][CH:21]=1)=[O:19])([CH3:16])[CH3:15]. (2) Given the product [F:1][C:2]1[CH:7]=[C:6]([F:8])[CH:5]=[CH:4][C:3]=1[C:9]1[CH:14]=[CH:13][CH:12]=[CH:11][C:10]=1[CH:15]([NH2:24])[CH3:16], predict the reactants needed to synthesize it. The reactants are: [F:1][C:2]1[CH:7]=[C:6]([F:8])[CH:5]=[CH:4][C:3]=1[C:9]1[CH:14]=[CH:13][CH:12]=[CH:11][C:10]=1[C:15](=O)[CH3:16].C([O-])(=O)C.[NH4+].C([BH3-])#[N:24].[Na+]. (3) Given the product [CH2:1]([C:5]1[N:6]=[C:7]([CH3:27])[N:8]([C:30]2[CH:29]=[N:28][CH:33]=[CH:32][CH:31]=2)[C:9](=[O:26])[C:10]=1[CH2:11][C:12]1[CH:17]=[CH:16][C:15]([C:18]2[C:19]([C:24]#[N:25])=[CH:20][CH:21]=[CH:22][CH:23]=2)=[CH:14][CH:13]=1)[CH2:2][CH2:3][CH3:4], predict the reactants needed to synthesize it. The reactants are: [CH2:1]([C:5]1[N:6]=[C:7]([CH3:27])[NH:8][C:9](=[O:26])[C:10]=1[CH2:11][C:12]1[CH:17]=[CH:16][C:15]([C:18]2[C:19]([C:24]#[N:25])=[CH:20][CH:21]=[CH:22][CH:23]=2)=[CH:14][CH:13]=1)[CH2:2][CH2:3][CH3:4].[N:28]1[CH:33]=[CH:32][CH:31]=[C:30](B(O)O)[CH:29]=1.C(N(CC)CC)C.N1C=CC=CC=1. (4) Given the product [CH:24]([O:27][C:28]1[C:33]([C:2]2[CH:3]=[CH:4][C:5]3[O:14][CH2:13][CH2:12][C:11]4[S:10][C:9]([C:15]5[N:16]([CH:20]([CH3:22])[CH3:21])[N:17]=[CH:18][N:19]=5)=[N:8][C:7]=4[C:6]=3[CH:23]=2)=[CH:32][CH:31]=[CH:30][N:29]=1)([CH3:26])[CH3:25], predict the reactants needed to synthesize it. The reactants are: Br[C:2]1[CH:3]=[CH:4][C:5]2[O:14][CH2:13][CH2:12][C:11]3[S:10][C:9]([C:15]4[N:16]([CH:20]([CH3:22])[CH3:21])[N:17]=[CH:18][N:19]=4)=[N:8][C:7]=3[C:6]=2[CH:23]=1.[CH:24]([O:27][C:28]1[C:33](B2OC(C)(C)C(C)(C)O2)=[CH:32][CH:31]=[CH:30][N:29]=1)([CH3:26])[CH3:25]. (5) The reactants are: [NH:1]1[CH:5]=[C:4]([C:6]2[CH:11]=[C:10]([C:12]([NH2:14])=[O:13])[CH:9]=[CH:8][N:7]=2)[N:3]=[CH:2]1.[CH:15]1([CH2:18]Br)[CH2:17][CH2:16]1. Given the product [CH:15]1([CH2:18][N:1]2[CH:5]=[C:4]([C:6]3[CH:11]=[C:10]([C:12]([NH2:14])=[O:13])[CH:9]=[CH:8][N:7]=3)[N:3]=[CH:2]2)[CH2:17][CH2:16]1, predict the reactants needed to synthesize it. (6) Given the product [OH:8][CH2:7][C@@H:5]1[CH2:6][C:2](=[CH2:1])[CH2:3][C@H:4]1[C:10]1[CH:11]=[CH:12][CH:13]=[CH:14][CH:15]=1, predict the reactants needed to synthesize it. The reactants are: [CH2:1]=[C:2]1[CH2:6][C@@H:5]([C:7](O)=[O:8])[C@H:4]([C:10]2[CH:15]=[CH:14][CH:13]=[CH:12][CH:11]=2)[CH2:3]1.[H-].[Al+3].[Li+].[H-].[H-].[H-]. (7) Given the product [Cl:1][C:2]1[CH:3]=[CH:4][C:5]2[N:11]3[C:37]([CH:38]([CH3:40])[CH3:39])=[N:13][N:12]=[C:10]3[CH:9]([CH2:14][C:15]3[S:16][C:17]([CH2:20][CH2:21][C:22]([O:24][CH3:25])=[O:23])=[CH:18][N:19]=3)[CH2:8][CH:7]([C:26]3[CH:31]=[CH:30][CH:29]=[C:28]([O:32][CH3:33])[C:27]=3[O:34][CH3:35])[C:6]=2[CH:36]=1, predict the reactants needed to synthesize it. The reactants are: [Cl:1][C:2]1[CH:3]=[CH:4][C:5]2[NH:11]/[C:10](=[N:12]\[NH2:13])/[CH:9]([CH2:14][C:15]3[S:16][C:17]([CH2:20][CH2:21][C:22]([O:24][CH3:25])=[O:23])=[CH:18][N:19]=3)[CH2:8][CH:7]([C:26]3[CH:31]=[CH:30][CH:29]=[C:28]([O:32][CH3:33])[C:27]=3[O:34][CH3:35])[C:6]=2[CH:36]=1.[C:37](O[C:37](=O)[CH:38]([CH3:40])[CH3:39])(=O)[CH:38]([CH3:40])[CH3:39].C(O)(=O)C(C)C.C1(C)C=CC=CC=1. (8) The reactants are: [Cl:1][C:2]1[C:3]([C:9]([OH:11])=O)=[N:4][C:5]([Cl:8])=[CH:6][CH:7]=1.[CH:12]1[N:16]=[C:15]([NH2:17])[S:14][CH:13]=1.O.ON1C2C=CC=CC=2N=N1.Cl.CN(C)CCCN=C=NCC. Given the product [Cl:1][C:2]1[C:3]([C:9]([NH:17][C:15]2[S:14][CH:13]=[CH:12][N:16]=2)=[O:11])=[N:4][C:5]([Cl:8])=[CH:6][CH:7]=1, predict the reactants needed to synthesize it. (9) The reactants are: [CH3:1][CH:2]([S:4]([NH:7][CH:8]1[CH2:12][CH2:11][CH2:10][C:9]1=[O:13])(=[O:6])=[O:5])[CH3:3].[O:14]([C:21]1[CH:26]=[CH:25][C:24]([Mg]Br)=[CH:23][CH:22]=1)[C:15]1[CH:20]=[CH:19][CH:18]=[CH:17][CH:16]=1.[Cl-].[NH4+]. Given the product [OH:13][C:9]1([C:24]2[CH:25]=[CH:26][C:21]([O:14][C:15]3[CH:20]=[CH:19][CH:18]=[CH:17][CH:16]=3)=[CH:22][CH:23]=2)[CH2:10][CH2:11][CH2:12][CH:8]1[NH:7][S:4]([CH:2]([CH3:1])[CH3:3])(=[O:6])=[O:5], predict the reactants needed to synthesize it. (10) Given the product [OH:12][C:3]1[C:2]([NH:1][C:29](=[O:30])[C:28]2[CH:32]=[CH:33][C:25]([C:16]3[CH:17]=[CH:18][N:13]=[CH:14][CH:15]=3)=[CH:26][CH:27]=2)=[CH:11][CH:10]=[CH:9][C:4]=1[C:5]([O:7][CH3:8])=[O:6], predict the reactants needed to synthesize it. The reactants are: [NH2:1][C:2]1[C:3]([OH:12])=[C:4]([CH:9]=[CH:10][CH:11]=1)[C:5]([O:7][CH3:8])=[O:6].[N:13]1[CH:18]=[CH:17][CH:16]=[CH:15][CH:14]=1.N1C=CC=C([C:25]2[CH:33]=[CH:32][C:28]([C:29](Cl)=[O:30])=[CH:27][CH:26]=2)C=1.